This data is from NCI-60 drug combinations with 297,098 pairs across 59 cell lines. The task is: Regression. Given two drug SMILES strings and cell line genomic features, predict the synergy score measuring deviation from expected non-interaction effect. (1) Cell line: SNB-75. Synergy scores: CSS=41.0, Synergy_ZIP=0.601, Synergy_Bliss=1.12, Synergy_Loewe=-48.4, Synergy_HSA=-0.512. Drug 1: CS(=O)(=O)C1=CC(=C(C=C1)C(=O)NC2=CC(=C(C=C2)Cl)C3=CC=CC=N3)Cl. Drug 2: CCC1=C2CN3C(=CC4=C(C3=O)COC(=O)C4(CC)O)C2=NC5=C1C=C(C=C5)O. (2) Drug 2: C(CN)CNCCSP(=O)(O)O. Synergy scores: CSS=1.42, Synergy_ZIP=-2.35, Synergy_Bliss=-2.33, Synergy_Loewe=-8.73, Synergy_HSA=-2.87. Drug 1: CC12CCC(CC1=CCC3C2CCC4(C3CC=C4C5=CN=CC=C5)C)O. Cell line: SF-539. (3) Drug 1: CS(=O)(=O)C1=CC(=C(C=C1)C(=O)NC2=CC(=C(C=C2)Cl)C3=CC=CC=N3)Cl. Drug 2: CC12CCC(CC1=CCC3C2CCC4(C3CC=C4C5=CN=CC=C5)C)O. Cell line: MDA-MB-231. Synergy scores: CSS=14.9, Synergy_ZIP=-2.41, Synergy_Bliss=1.73, Synergy_Loewe=0.474, Synergy_HSA=1.69. (4) Drug 1: CC12CCC(CC1=CCC3C2CCC4(C3CC=C4C5=CN=CC=C5)C)O. Drug 2: C1=C(C(=O)NC(=O)N1)F. Cell line: CAKI-1. Synergy scores: CSS=25.4, Synergy_ZIP=5.30, Synergy_Bliss=6.55, Synergy_Loewe=6.99, Synergy_HSA=8.80. (5) Drug 1: CN(C(=O)NC(C=O)C(C(C(CO)O)O)O)N=O. Drug 2: CC1CCCC2(C(O2)CC(NC(=O)CC(C(C(=O)C(C1O)C)(C)C)O)C(=CC3=CSC(=N3)C)C)C. Cell line: LOX IMVI. Synergy scores: CSS=32.3, Synergy_ZIP=-1.87, Synergy_Bliss=-7.83, Synergy_Loewe=-10.7, Synergy_HSA=-4.89.